This data is from Catalyst prediction with 721,799 reactions and 888 catalyst types from USPTO. The task is: Predict which catalyst facilitates the given reaction. Reactant: [H-].[Na+].[CH3:3][O:4][C:5]1[CH:10]=[C:9]([O:11][CH3:12])[CH:8]=[CH:7][C:6]=1[CH2:13][N:14]([CH2:16][C:17]1[C:21]([F:22])=[C:20]([C:23]2[C:24]([F:29])=[N:25][CH:26]=[CH:27][CH:28]=2)[NH:19][CH:18]=1)[CH3:15].C1OCCOCCOCCOCCOC1.[N:45]1[CH:50]=[CH:49][CH:48]=[C:47]([S:51](Cl)(=[O:53])=[O:52])[CH:46]=1. Product: [CH3:3][O:4][C:5]1[CH:10]=[C:9]([O:11][CH3:12])[CH:8]=[CH:7][C:6]=1[CH2:13][N:14]([CH2:16][C:17]1[C:21]([F:22])=[C:20]([C:23]2[C:24]([F:29])=[N:25][CH:26]=[CH:27][CH:28]=2)[N:19]([S:51]([C:47]2[CH:46]=[N:45][CH:50]=[CH:49][CH:48]=2)(=[O:53])=[O:52])[CH:18]=1)[CH3:15]. The catalyst class is: 7.